Dataset: NCI-60 drug combinations with 297,098 pairs across 59 cell lines. Task: Regression. Given two drug SMILES strings and cell line genomic features, predict the synergy score measuring deviation from expected non-interaction effect. (1) Drug 1: COC1=C(C=C2C(=C1)N=CN=C2NC3=CC(=C(C=C3)F)Cl)OCCCN4CCOCC4. Drug 2: C1CNP(=O)(OC1)N(CCCl)CCCl. Cell line: MDA-MB-435. Synergy scores: CSS=14.5, Synergy_ZIP=-2.74, Synergy_Bliss=-1.36, Synergy_Loewe=-7.63, Synergy_HSA=0.362. (2) Drug 1: CC1=C2C(C(=O)C3(C(CC4C(C3C(C(C2(C)C)(CC1OC(=O)C(C(C5=CC=CC=C5)NC(=O)OC(C)(C)C)O)O)OC(=O)C6=CC=CC=C6)(CO4)OC(=O)C)OC)C)OC. Drug 2: CC1=C2C(C(=O)C3(C(CC4C(C3C(C(C2(C)C)(CC1OC(=O)C(C(C5=CC=CC=C5)NC(=O)OC(C)(C)C)O)O)OC(=O)C6=CC=CC=C6)(CO4)OC(=O)C)O)C)O. Cell line: KM12. Synergy scores: CSS=50.7, Synergy_ZIP=-0.510, Synergy_Bliss=-4.21, Synergy_Loewe=-8.18, Synergy_HSA=-0.184. (3) Drug 1: C1=NC2=C(N=C(N=C2N1C3C(C(C(O3)CO)O)F)Cl)N. Drug 2: B(C(CC(C)C)NC(=O)C(CC1=CC=CC=C1)NC(=O)C2=NC=CN=C2)(O)O. Cell line: HOP-62. Synergy scores: CSS=70.0, Synergy_ZIP=2.22, Synergy_Bliss=-0.00549, Synergy_Loewe=-5.95, Synergy_HSA=2.02. (4) Drug 1: C1=CC(=CC=C1CC(C(=O)O)N)N(CCCl)CCCl.Cl. Drug 2: CC1=C(C(=O)C2=C(C1=O)N3CC4C(C3(C2COC(=O)N)OC)N4)N. Cell line: SF-268. Synergy scores: CSS=38.4, Synergy_ZIP=9.95, Synergy_Bliss=20.3, Synergy_Loewe=16.9, Synergy_HSA=18.0. (5) Drug 1: CS(=O)(=O)OCCCCOS(=O)(=O)C. Drug 2: C1CN(P(=O)(OC1)NCCCl)CCCl. Cell line: SK-MEL-5. Synergy scores: CSS=-0.266, Synergy_ZIP=-0.817, Synergy_Bliss=0.252, Synergy_Loewe=-1.38, Synergy_HSA=-1.12. (6) Drug 1: CC1=CC2C(CCC3(C2CCC3(C(=O)C)OC(=O)C)C)C4(C1=CC(=O)CC4)C. Drug 2: CC1=C2C(C(=O)C3(C(CC4C(C3C(C(C2(C)C)(CC1OC(=O)C(C(C5=CC=CC=C5)NC(=O)OC(C)(C)C)O)O)OC(=O)C6=CC=CC=C6)(CO4)OC(=O)C)O)C)O. Cell line: CAKI-1. Synergy scores: CSS=34.9, Synergy_ZIP=2.79, Synergy_Bliss=4.02, Synergy_Loewe=-78.4, Synergy_HSA=0.865. (7) Drug 1: CC1=C(C=C(C=C1)NC2=NC=CC(=N2)N(C)C3=CC4=NN(C(=C4C=C3)C)C)S(=O)(=O)N.Cl. Drug 2: CC1=C(C=C(C=C1)NC(=O)C2=CC=C(C=C2)CN3CCN(CC3)C)NC4=NC=CC(=N4)C5=CN=CC=C5. Cell line: NCIH23. Synergy scores: CSS=2.75, Synergy_ZIP=-1.63, Synergy_Bliss=-3.99, Synergy_Loewe=-3.67, Synergy_HSA=-3.50.